From a dataset of Reaction yield outcomes from USPTO patents with 853,638 reactions. Predict the reaction yield, written as a fraction of the theoretical maximum amount of product (1.0 means a 100% yield; for example, 0.34 means a 34% yield). (1) The reactants are C([N:5]1[C:9]([Cl:10])=[C:8]([CH2:11][S:12][C:13]2[CH2:17][C:16]([CH3:19])([CH3:18])[O:15][N:14]=2)[C:7]([C:20]([F:23])([F:22])[F:21])=[N:6]1)(C)(C)C.Br.C(O)(=O)C. The catalyst is O. The product is [Cl:10][C:9]1[NH:5][N:6]=[C:7]([C:20]([F:21])([F:23])[F:22])[C:8]=1[CH2:11][S:12][C:13]1[CH2:17][C:16]([CH3:19])([CH3:18])[O:15][N:14]=1. The yield is 0.606. (2) The reactants are [NH2:1][C:2]1[C:7]2[N:8]([CH2:20][CH2:21][CH2:22][OH:23])[C:9]([NH:11][C:12]3[CH:17]=[CH:16][C:15]([Cl:18])=[CH:14][C:13]=3[Cl:19])=[N:10][C:6]=2[CH:5]=[C:4]([F:24])[CH:3]=1.[C:25](O)(=O)[CH3:26].[CH:29](=O)[CH3:30].C(O[BH3-])(=O)C.[Na+]. The catalyst is CO. The product is [Cl:19][C:13]1[CH:14]=[C:15]([Cl:18])[CH:16]=[CH:17][C:12]=1[NH:11][C:9]1[N:8]([CH2:20][CH2:21][CH2:22][OH:23])[C:7]2[C:2]([N:1]([CH2:25][CH3:26])[CH2:29][CH3:30])=[CH:3][C:4]([F:24])=[CH:5][C:6]=2[N:10]=1. The yield is 0.980.